This data is from Reaction yield outcomes from USPTO patents with 853,638 reactions. The task is: Predict the reaction yield, written as a fraction of the theoretical maximum amount of product (1.0 means a 100% yield; for example, 0.34 means a 34% yield). The reactants are [C:1]([O:5][C:6]([N:8]([CH2:10][C:11]1[CH:12]=[C:13]([C:28]2[CH:33]=[CH:32][CH:31]=[CH:30][CH:29]=2)[N:14]([S:16]([C:19]2[CH:20]=[C:21]([CH:25]=[CH:26][CH:27]=2)[C:22]([OH:24])=O)(=[O:18])=[O:17])[CH:15]=1)[CH3:9])=[O:7])([CH3:4])([CH3:3])[CH3:2].[NH:34]1[CH2:39][CH2:38][O:37][CH2:36][CH2:35]1. No catalyst specified. The product is [CH3:9][N:8]([CH2:10][C:11]1[CH:12]=[C:13]([C:28]2[CH:33]=[CH:32][CH:31]=[CH:30][CH:29]=2)[N:14]([S:16]([C:19]2[CH:27]=[CH:26][CH:25]=[C:21]([C:22]([N:34]3[CH2:39][CH2:38][O:37][CH2:36][CH2:35]3)=[O:24])[CH:20]=2)(=[O:18])=[O:17])[CH:15]=1)[C:6](=[O:7])[O:5][C:1]([CH3:3])([CH3:2])[CH3:4]. The yield is 0.950.